Dataset: Catalyst prediction with 721,799 reactions and 888 catalyst types from USPTO. Task: Predict which catalyst facilitates the given reaction. (1) The catalyst class is: 5. Reactant: C([NH:4][C:5]1[CH:10]=[CH:9][C:8]([CH2:11][N:12]2[CH2:17][CH2:16][N:15]([C:18]([O:20][C:21]([CH3:24])([CH3:23])[CH3:22])=[O:19])[C@@H:14]([CH3:25])[CH2:13]2)=[C:7]([CH3:26])[CH:6]=1)(=O)C.[OH-].[K+]. Product: [NH2:4][C:5]1[CH:10]=[CH:9][C:8]([CH2:11][N:12]2[CH2:17][CH2:16][N:15]([C:18]([O:20][C:21]([CH3:23])([CH3:22])[CH3:24])=[O:19])[C@@H:14]([CH3:25])[CH2:13]2)=[C:7]([CH3:26])[CH:6]=1. (2) Reactant: [Cl:1][C:2]1[CH:21]=[CH:20][C:19]([C:22]2[C:27]([OH:28])=[CH:26][CH:25]=[CH:24][N:23]=2)=[CH:18][C:3]=1[C:4]([NH:6][CH2:7][C:8]12[CH2:17][CH:12]3[CH2:13][CH:14]([CH2:16][CH:10]([CH2:11]3)[CH2:9]1)[CH2:15]2)=[O:5].Cl[CH2:30][C:31]([O:33][CH2:34][CH3:35])=[O:32].C(=O)([O-])[O-].[K+].[K+]. Product: [Cl:1][C:2]1[CH:21]=[CH:20][C:19]([C:22]2[C:27]([O:28][CH2:30][C:31]([O:33][CH2:34][CH3:35])=[O:32])=[CH:26][CH:25]=[CH:24][N:23]=2)=[CH:18][C:3]=1[C:4]([NH:6][CH2:7][C:8]12[CH2:9][CH:10]3[CH2:16][CH:14]([CH2:13][CH:12]([CH2:11]3)[CH2:17]1)[CH2:15]2)=[O:5]. The catalyst class is: 21. (3) The catalyst class is: 5. Reactant: [NH2:1][C:2]1[CH:10]=[CH:9][C:5]([CH2:6][CH2:7][OH:8])=[CH:4][CH:3]=1.C(=O)([O-])[O-].[Ca+2].[I:16]I. Product: [NH2:1][C:2]1[CH:10]=[CH:9][C:5]([CH2:6][CH2:7][OH:8])=[CH:4][C:3]=1[I:16]. (4) Reactant: [C:1]([N:4]1[C:13]2[C:8](=[CH:9][C:10]([C:14](O)=[O:15])=[CH:11][CH:12]=2)[C@H:7]([NH:17][C:18]2[CH:23]=[CH:22][CH:21]=[C:20]([CH3:24])[N:19]=2)[C@@H:6]([CH3:25])[C@@H:5]1[CH:26]1[CH2:28][CH2:27]1)(=[O:3])[CH3:2].CN(C(ON1N=NC2C=CC=NC1=2)=[N+](C)C)C.F[P-](F)(F)(F)(F)F.[NH2:53][CH2:54][CH:55]([OH:57])[CH3:56].CCN(C(C)C)C(C)C. Product: [C:1]([N:4]1[C:13]2[C:8](=[CH:9][C:10]([C:14]([NH:53][CH2:54][CH:55]([OH:57])[CH3:56])=[O:15])=[CH:11][CH:12]=2)[C@H:7]([NH:17][C:18]2[CH:23]=[CH:22][CH:21]=[C:20]([CH3:24])[N:19]=2)[C@@H:6]([CH3:25])[C@@H:5]1[CH:26]1[CH2:27][CH2:28]1)(=[O:3])[CH3:2]. The catalyst class is: 3. (5) Reactant: [C:1]12([CH2:11][C:12]([NH:14][C:15]3[C:24]([CH3:25])=[CH:23][CH:22]=[C:21]4[C:16]=3[CH:17]=[CH:18][C:19](Cl)=[N:20]4)=[O:13])[CH2:10][CH:5]3[CH2:6][CH:7]([CH2:9][CH:3]([CH2:4]3)[CH2:2]1)[CH2:8]2.[C:27](=[O:30])([O-])[O-:28].[K+].[K+].[NH2:33][CH2:34][CH2:35][NH:36][CH2:37][CH2:38][OH:39]. Product: [C:1]([O:28][C:27](=[O:30])[N:36]([CH2:35][CH2:34][NH:33][C:19]1[CH:18]=[CH:17][C:16]2[C:21](=[CH:22][CH:23]=[C:24]([CH3:25])[C:15]=2[NH:14][C:12](=[O:13])[CH2:11][C:1]23[CH2:10][CH:5]4[CH2:6][CH:7]([CH2:9][CH:3]([CH2:4]4)[CH2:2]2)[CH2:8]3)[N:20]=1)[CH2:37][CH2:38][OH:39])([CH3:10])([CH3:8])[CH3:2]. The catalyst class is: 264. (6) Reactant: [OH-].[Na+].S(O)(O)(=O)=O.[CH3:8][S:9][C:10](=[NH:12])[NH2:11].CC(OC)(C)C.C1COCC1.[NH2:24][C:25]1[C:26]([C:33](OC(C)=CC(=O)NC(C)(C)C)=[O:34])=[N:27][C:28]([Cl:32])=[C:29]([NH2:31])[N:30]=1. Product: [NH2:24][C:25]1[C:26]([C:33]([NH:12][C:10]([S:9][CH3:8])=[NH:11])=[O:34])=[N:27][C:28]([Cl:32])=[C:29]([NH2:31])[N:30]=1. The catalyst class is: 6.